This data is from Forward reaction prediction with 1.9M reactions from USPTO patents (1976-2016). The task is: Predict the product of the given reaction. (1) Given the reactants C([O:8][C:9]1[CH:18]=[C:17]2[C:12]([C:13]([N:20]3[CH2:24][CH2:23][CH2:22][CH2:21]3)=[CH:14][C:15]([CH3:19])=[N:16]2)=[CH:11][CH:10]=1)C1C=CC=CC=1, predict the reaction product. The product is: [CH3:19][C:15]1[CH:14]=[C:13]([N:20]2[CH2:24][CH2:23][CH2:22][CH2:21]2)[C:12]2[C:17](=[CH:18][C:9]([OH:8])=[CH:10][CH:11]=2)[N:16]=1. (2) Given the reactants C([O:8][C:9]1[CH:10]=[CH:11][C:12]2[O:16][C:15]([CH:17]([NH:24][C:25]3[CH:30]=[CH:29][C:28]([C:31]([N:33]([CH3:41])[CH2:34][CH2:35][C:36]([O:38][CH2:39][CH3:40])=[O:37])=[O:32])=[CH:27][CH:26]=3)[CH:18]3[CH2:23][CH2:22][CH2:21][CH2:20][CH2:19]3)=[C:14]([CH3:42])[C:13]=2[CH:43]=1)C1C=CC=CC=1, predict the reaction product. The product is: [CH:18]1([CH:17]([NH:24][C:25]2[CH:26]=[CH:27][C:28]([C:31]([N:33]([CH3:41])[CH2:34][CH2:35][C:36]([O:38][CH2:39][CH3:40])=[O:37])=[O:32])=[CH:29][CH:30]=2)[C:15]2[O:16][C:12]3[CH:11]=[CH:10][C:9]([OH:8])=[CH:43][C:13]=3[C:14]=2[CH3:42])[CH2:23][CH2:22][CH2:21][CH2:20][CH2:19]1. (3) Given the reactants [NH2:1][C:2]1[CH:7]=[CH:6][C:5]([N:8]2[CH2:13][CH2:12][N:11]([CH2:14][CH2:15][CH2:16][CH2:17][O:18][C:19]3[CH:28]=[C:27]4[C:22]([CH2:23][CH2:24][C:25](=[O:29])[NH:26]4)=[CH:21][CH:20]=3)[CH2:10][CH2:9]2)=[C:4]([Cl:30])[C:3]=1[Cl:31].[C:32]1(=[O:38])[O:37][C:35](=[O:36])[CH2:34][CH2:33]1, predict the reaction product. The product is: [Cl:31][C:3]1[C:4]([Cl:30])=[C:5]([N:8]2[CH2:9][CH2:10][N:11]([CH2:14][CH2:15][CH2:16][CH2:17][O:18][C:19]3[CH:28]=[C:27]4[C:22]([CH2:23][CH2:24][C:25](=[O:29])[NH:26]4)=[CH:21][CH:20]=3)[CH2:12][CH2:13]2)[CH:6]=[CH:7][C:2]=1[NH:1][C:32](=[O:38])[CH2:33][CH2:34][C:35]([OH:37])=[O:36]. (4) Given the reactants Br[CH2:2][C:3]([C:5]1[CH:10]=[CH:9][C:8]([N+:11]([O-:13])=[O:12])=[CH:7][CH:6]=1)=[O:4].[BH4-].[Na+].C(=O)([O-])[O-].[K+].[K+], predict the reaction product. The product is: [N+:11]([C:8]1[CH:9]=[CH:10][C:5]([CH:3]2[CH2:2][O:4]2)=[CH:6][CH:7]=1)([O-:13])=[O:12]. (5) The product is: [ClH:1].[NH2:2][C:3]1[N:8]=[CH:7][C:6](/[CH:9]=[CH:10]/[C:11]([N:41]([CH3:40])[CH2:42][C:43]2[C:52]3[C:47](=[CH:48][CH:49]=[CH:50][CH:51]=3)[C:46]([CH3:53])=[CH:45][CH:44]=2)=[O:13])=[CH:5][C:4]=1[CH2:14][N:15]1[CH2:20][CH2:19][O:18][CH2:17][CH2:16]1. Given the reactants [ClH:1].[NH2:2][C:3]1[N:8]=[CH:7][C:6](/[CH:9]=[CH:10]/[C:11]([OH:13])=O)=[CH:5][C:4]=1[CH2:14][N:15]1[CH2:20][CH2:19][O:18][CH2:17][CH2:16]1.Cl.CN1CC2C=C(/C=C/C(O)=O)C=NC=2NC(=O)C1.[CH3:40][NH:41][CH2:42][C:43]1[C:52]2[C:47](=[CH:48][CH:49]=[CH:50][CH:51]=2)[C:46]([CH3:53])=[CH:45][CH:44]=1.CNCC1C=CC2C(=CC=CC=2)C=1CCC, predict the reaction product. (6) Given the reactants [O:1]1[CH2:4][CH:3]([NH:5][C:6]2[C:7]([C:12]([O:14][CH2:15][CH3:16])=[O:13])=[N:8][CH:9]=[CH:10][CH:11]=2)[CH2:2]1.C1C(=O)N([Br:24])C(=O)C1, predict the reaction product. The product is: [Br:24][C:9]1[N:8]=[C:7]([C:12]([O:14][CH2:15][CH3:16])=[O:13])[C:6]([NH:5][CH:3]2[CH2:4][O:1][CH2:2]2)=[CH:11][CH:10]=1. (7) Given the reactants Cl.[O:2]=[C:3]1[NH:7][C:6](=[O:8])[CH2:5][N:4]1[CH2:9][C:10]([OH:12])=O.[NH2:13][C@@H:14]([CH2:31][O:32][CH2:33][C:34]1[CH:39]=[CH:38][CH:37]=[CH:36][CH:35]=1)[C:15]([NH:17][C:18]1[CH:23]=[CH:22][C:21]([O:24][C:25]2[CH:30]=[CH:29][CH:28]=[CH:27][CH:26]=2)=[CH:20][CH:19]=1)=[O:16], predict the reaction product. The product is: [CH2:33]([O:32][CH2:31][C@H:14]([NH:13][C:10](=[O:12])[CH2:9][N:4]1[CH2:5][C:6](=[O:8])[NH:7][C:3]1=[O:2])[C:15]([NH:17][C:18]1[CH:19]=[CH:20][C:21]([O:24][C:25]2[CH:26]=[CH:27][CH:28]=[CH:29][CH:30]=2)=[CH:22][CH:23]=1)=[O:16])[C:34]1[CH:39]=[CH:38][CH:37]=[CH:36][CH:35]=1. (8) Given the reactants [NH2:1][C:2]1[C:3]([C:25]([O:27][CH2:28][CH3:29])=[O:26])=[N:4][C:5]([N:15]2[C:19]3[CH:20]=[C:21]([F:24])[CH:22]=[CH:23][C:18]=3[N:17]=[CH:16]2)=[N:6][C:7]=1[NH:8][CH:9]1[CH2:14][CH2:13][O:12][CH2:11][CH2:10]1.[C:30](C1NC=CN=1)(C1NC=CN=1)=[O:31], predict the reaction product. The product is: [F:24][C:21]1[CH:22]=[CH:23][C:18]2[N:17]=[CH:16][N:15]([C:5]3[N:6]=[C:7]4[C:2]([NH:1][C:30](=[O:31])[N:8]4[CH:9]4[CH2:10][CH2:11][O:12][CH2:13][CH2:14]4)=[C:3]([C:25]([O:27][CH2:28][CH3:29])=[O:26])[N:4]=3)[C:19]=2[CH:20]=1. (9) The product is: [CH:13]([O:12][C:9]1([C:6]2[CH:5]=[CH:4][C:3]([C:1]#[C:2][C:25]3[CH:26]=[CH:27][C:22]([C:21]([O:20][CH2:18][CH3:19])=[O:29])=[CH:23][CH:24]=3)=[CH:8][C:7]=2[CH2:30][CH3:31])[CH2:10][CH2:11]1)([CH3:14])[CH3:15]. Given the reactants [C:1]([C:3]1[CH:8]=[CH:7][C:6]([C:9]2([O:12][CH:13]([CH3:15])[CH3:14])[CH2:11][CH2:10]2)=[CH:5][C:4]=1CC)#[CH:2].[CH2:18]([O:20][C:21](=[O:29])[C:22]1[CH:27]=[CH:26][C:25](I)=[CH:24][CH:23]=1)[CH3:19].[CH2:30](N(CC)CC)[CH3:31], predict the reaction product. (10) Given the reactants [CH2:1]([C:4]1[C:9](Br)=[CH:8][N:7]=[CH:6][C:5]=1[Br:11])[CH:2]=[CH2:3].[Li]CCCC.[F:17][C:18]1[CH:25]=[C:24]([CH:26]=[O:27])[CH:23]=[CH:22][C:19]=1[C:20]#[N:21], predict the reaction product. The product is: [CH2:1]([C:4]1[C:5]([Br:11])=[CH:6][N:7]=[CH:8][C:9]=1[CH:26]([OH:27])[C:24]1[CH:23]=[CH:22][C:19]([C:20]#[N:21])=[C:18]([F:17])[CH:25]=1)[CH:2]=[CH2:3].